This data is from NCI-60 drug combinations with 297,098 pairs across 59 cell lines. The task is: Regression. Given two drug SMILES strings and cell line genomic features, predict the synergy score measuring deviation from expected non-interaction effect. Drug 1: C1=CC(=CC=C1CCCC(=O)O)N(CCCl)CCCl. Drug 2: CC1CCC2CC(C(=CC=CC=CC(CC(C(=O)C(C(C(=CC(C(=O)CC(OC(=O)C3CCCCN3C(=O)C(=O)C1(O2)O)C(C)CC4CCC(C(C4)OC)O)C)C)O)OC)C)C)C)OC. Cell line: SK-OV-3. Synergy scores: CSS=34.6, Synergy_ZIP=-3.11, Synergy_Bliss=-4.44, Synergy_Loewe=-1.56, Synergy_HSA=-0.0784.